This data is from TCR-epitope binding with 47,182 pairs between 192 epitopes and 23,139 TCRs. The task is: Binary Classification. Given a T-cell receptor sequence (or CDR3 region) and an epitope sequence, predict whether binding occurs between them. (1) The epitope is GLCTLVAML. The TCR CDR3 sequence is CSARDTLAGGVQETQYF. Result: 0 (the TCR does not bind to the epitope). (2) The epitope is ELAGIGILTV. The TCR CDR3 sequence is CASSQERGREEAFF. Result: 1 (the TCR binds to the epitope). (3) The epitope is GTITSGWTF. The TCR CDR3 sequence is CASSPYPSDTLNEKLFF. Result: 0 (the TCR does not bind to the epitope). (4) The epitope is KTWGQYWQV. The TCR CDR3 sequence is CSVTSEIPGSRYF. Result: 0 (the TCR does not bind to the epitope).